This data is from Full USPTO retrosynthesis dataset with 1.9M reactions from patents (1976-2016). The task is: Predict the reactants needed to synthesize the given product. (1) Given the product [CH2:2]([O:4][C:5]([N:7]1[C:16]2[C:11](=[CH:12][C:13]([C:17]([F:19])([F:20])[F:18])=[CH:14][CH:15]=2)[CH2:10][CH2:9][C:8]1([NH:23][CH:24]1[N:29]([CH:30]([C:37]([F:40])([F:38])[F:39])[C:31]2[CH:36]=[CH:35][CH:34]=[CH:33][CH:32]=2)[CH2:28][C:27]([CH:53]([C:60]([F:61])([F:62])[F:63])[C:54]2[CH:55]=[CH:56][CH:57]=[CH:58][CH:59]=2)([O:41][CH2:42][CH2:43][CH2:44][CH2:45][C:46]([OH:48])=[O:47])[CH:26]=[N:25]1)[CH2:21][CH3:22])=[O:6])[CH3:3], predict the reactants needed to synthesize it. The reactants are: Cl.[CH2:2]([O:4][C:5]([N:7]1[C:16]2[C:11](=[CH:12][C:13]([C:17]([F:20])([F:19])[F:18])=[CH:14][CH:15]=2)[CH2:10][CH2:9][C:8]1([NH:23][CH:24]1[N:29]([CH:30]([C:37]([F:40])([F:39])[F:38])[C:31]2[CH:36]=[CH:35][CH:34]=[CH:33][CH:32]=2)[CH2:28][C:27]([CH:53]([C:60]([F:63])([F:62])[F:61])[C:54]2[CH:59]=[CH:58][CH:57]=[CH:56][CH:55]=2)([O:41][CH2:42][CH2:43][CH2:44][CH2:45][C:46]([O:48]C(C)(C)C)=[O:47])[CH:26]=[N:25]1)[CH2:21][CH3:22])=[O:6])[CH3:3].O.C(OCC)(=O)C. (2) The reactants are: [CH3:1][C:2]1[CH:7]=[CH:6][C:5]([C:8]([CH3:10])=[O:9])=[CH:4][CH:3]=1.C([O:14][C:15](=O)[C:16]([F:19])([F:18])[F:17])(C)C.C[O-].[Na+].Cl. Given the product [F:17][C:16]([F:19])([F:18])[C:15](=[O:14])[CH2:10][C:8]([C:5]1[CH:6]=[CH:7][C:2]([CH3:1])=[CH:3][CH:4]=1)=[O:9], predict the reactants needed to synthesize it. (3) The reactants are: [NH3:1].[Br:2][C:3]1[CH:8]=[CH:7][C:6]([CH2:9][C:10]([CH3:12])=O)=[CH:5][CH:4]=1.[BH4-].[Na+]. Given the product [Br:2][C:3]1[CH:8]=[CH:7][C:6]([CH2:9][CH:10]([NH2:1])[CH3:12])=[CH:5][CH:4]=1, predict the reactants needed to synthesize it.